Dataset: Full USPTO retrosynthesis dataset with 1.9M reactions from patents (1976-2016). Task: Predict the reactants needed to synthesize the given product. (1) Given the product [Cl:26][C:21]1[CH:22]=[CH:23][CH:24]=[CH:25][C:20]=1[C:19]1[C:15]([C:13]2[S:12][C:11]3[C:5]4[CH:4]=[CH:3][C:2]([C:28]#[N:29])=[CH:27][C:6]=4[O:7][CH2:8][CH2:9][C:10]=3[CH:14]=2)=[N:16][NH:17][CH:18]=1, predict the reactants needed to synthesize it. The reactants are: Br[C:2]1[CH:3]=[CH:4][C:5]2[C:11]3[S:12][C:13]([C:15]4[C:19]([C:20]5[CH:25]=[CH:24][CH:23]=[CH:22][C:21]=5[Cl:26])=[CH:18][NH:17][N:16]=4)=[CH:14][C:10]=3[CH2:9][CH2:8][O:7][C:6]=2[CH:27]=1.[C:28]([Cu])#[N:29]. (2) Given the product [F:11][C:3]1[CH:4]=[CH:5][C:6]([N+:8]([O-:10])=[O:9])=[CH:7][C:2]=1[C:15]1[CH:16]=[CH:17][CH:18]=[CH:19][C:14]=1[S:13][CH3:12], predict the reactants needed to synthesize it. The reactants are: Br[C:2]1[CH:7]=[C:6]([N+:8]([O-:10])=[O:9])[CH:5]=[CH:4][C:3]=1[F:11].[CH3:12][S:13][C:14]1[CH:19]=[CH:18][CH:17]=[CH:16][C:15]=1B(O)O.[F-].[K+].C(P(C(C)(C)C)C(C)(C)C)(C)(C)C. (3) Given the product [NH2:11][C:9]1[CH:8]=[CH:7][C:6]2[N:2]([CH3:1])[C:3](=[O:14])[NH:4][C:5]=2[CH:10]=1, predict the reactants needed to synthesize it. The reactants are: [CH3:1][N:2]1[C:6]2[CH:7]=[CH:8][C:9]([N+:11]([O-])=O)=[CH:10][C:5]=2[NH:4][C:3]1=[O:14]. (4) Given the product [C:16]([C:4]1[CH:5]=[C:6]2[C:11](=[CH:12][C:3]=1[O:2][CH3:1])[C:10]([CH3:13])([CH3:14])[C:9](=[O:15])[CH2:8][CH2:7]2)(=[O:18])[CH3:17], predict the reactants needed to synthesize it. The reactants are: [CH3:1][O:2][C:3]1[CH:12]=[C:11]2[C:6]([CH2:7][CH2:8][C:9](=[O:15])[C:10]2([CH3:14])[CH3:13])=[CH:5][CH:4]=1.[C:16](OC(=O)C)(=[O:18])[CH3:17].[Cl-].[Al+3].[Cl-].[Cl-].[N+](C1C=CC=CC=1)([O-])=O.C(=O)([O-])O.[Na+]. (5) Given the product [Br:1][C:2]1[CH:19]=[C:6]([NH:7][CH2:8][CH2:9][CH2:10][O:11][Si:12]([C:15]([CH3:17])([CH3:16])[CH3:18])([CH3:13])[CH3:14])[C:5]([NH2:20])=[CH:4][CH:3]=1, predict the reactants needed to synthesize it. The reactants are: [Br:1][C:2]1[CH:3]=[CH:4][C:5]([N+:20]([O-])=O)=[C:6]([CH:19]=1)[NH:7][CH2:8][CH2:9][CH2:10][O:11][Si:12]([C:15]([CH3:18])([CH3:17])[CH3:16])([CH3:14])[CH3:13]. (6) Given the product [CH3:8][NH:9][C:10]([NH:35][C:20]1[CH:21]=[C:22]([NH:24][C:25]2[N:30]=[C:29]([C:31]([F:33])([F:34])[F:32])[CH:28]=[CH:27][N:26]=2)[CH:23]=[C:18]([C:14]2[CH:13]=[N:12][CH:17]=[CH:16][CH:15]=2)[CH:19]=1)=[O:11], predict the reactants needed to synthesize it. The reactants are: C(N(CC)CC)C.[CH3:8][N:9]=[C:10]=[O:11].[N:12]1[CH:17]=[CH:16][CH:15]=[C:14]([C:18]2[CH:19]=[C:20]([NH2:35])[CH:21]=[C:22]([NH:24][C:25]3[N:30]=[C:29]([C:31]([F:34])([F:33])[F:32])[CH:28]=[CH:27][N:26]=3)[CH:23]=2)[CH:13]=1.